From a dataset of NCI-60 drug combinations with 297,098 pairs across 59 cell lines. Regression. Given two drug SMILES strings and cell line genomic features, predict the synergy score measuring deviation from expected non-interaction effect. (1) Drug 1: CN1C2=C(C=C(C=C2)N(CCCl)CCCl)N=C1CCCC(=O)O.Cl. Drug 2: CC12CCC3C(C1CCC2OP(=O)(O)O)CCC4=C3C=CC(=C4)OC(=O)N(CCCl)CCCl.[Na+]. Cell line: UACC62. Synergy scores: CSS=61.4, Synergy_ZIP=7.95, Synergy_Bliss=8.86, Synergy_Loewe=7.22, Synergy_HSA=6.51. (2) Drug 1: CC(CN1CC(=O)NC(=O)C1)N2CC(=O)NC(=O)C2. Drug 2: CCCCC(=O)OCC(=O)C1(CC(C2=C(C1)C(=C3C(=C2O)C(=O)C4=C(C3=O)C=CC=C4OC)O)OC5CC(C(C(O5)C)O)NC(=O)C(F)(F)F)O. Cell line: OVCAR-4. Synergy scores: CSS=15.2, Synergy_ZIP=-3.86, Synergy_Bliss=-0.163, Synergy_Loewe=2.16, Synergy_HSA=2.13. (3) Drug 1: C1=CC=C(C(=C1)C(C2=CC=C(C=C2)Cl)C(Cl)Cl)Cl. Synergy scores: CSS=2.75, Synergy_ZIP=-3.11, Synergy_Bliss=-7.92, Synergy_Loewe=-0.508, Synergy_HSA=-5.73. Drug 2: COC1=NC(=NC2=C1N=CN2C3C(C(C(O3)CO)O)O)N. Cell line: U251. (4) Drug 1: C1=CC(=CC=C1CC(C(=O)O)N)N(CCCl)CCCl.Cl. Drug 2: CC1CCC2CC(C(=CC=CC=CC(CC(C(=O)C(C(C(=CC(C(=O)CC(OC(=O)C3CCCCN3C(=O)C(=O)C1(O2)O)C(C)CC4CCC(C(C4)OC)O)C)C)O)OC)C)C)C)OC. Cell line: NCI-H322M. Synergy scores: CSS=5.46, Synergy_ZIP=-3.52, Synergy_Bliss=-6.05, Synergy_Loewe=-50.5, Synergy_HSA=-9.54. (5) Drug 1: C1=C(C(=O)NC(=O)N1)N(CCCl)CCCl. Synergy scores: CSS=11.1, Synergy_ZIP=-6.81, Synergy_Bliss=-3.96, Synergy_Loewe=-4.38, Synergy_HSA=-3.62. Cell line: A498. Drug 2: C1C(C(OC1N2C=NC3=C(N=C(N=C32)Cl)N)CO)O. (6) Drug 1: C1=NC2=C(N=C(N=C2N1C3C(C(C(O3)CO)O)F)Cl)N. Drug 2: C1CN(CCN1C(=O)CCBr)C(=O)CCBr. Cell line: BT-549. Synergy scores: CSS=20.5, Synergy_ZIP=-8.06, Synergy_Bliss=-3.71, Synergy_Loewe=2.48, Synergy_HSA=0.666.